Dataset: Reaction yield outcomes from USPTO patents with 853,638 reactions. Task: Predict the reaction yield, written as a fraction of the theoretical maximum amount of product (1.0 means a 100% yield; for example, 0.34 means a 34% yield). (1) The reactants are [CH:1]1([NH:4][C:5]([C:7]2[CH:8]=[C:9]([F:31])[C:10]([CH3:30])=[C:11]([C:13]3[C:14]([C:27](O)=[O:28])=[CH:15][C:16]([C:19]([NH:21][CH2:22][C:23]([CH3:26])([CH3:25])[CH3:24])=[O:20])=[CH:17][CH:18]=3)[CH:12]=2)=[O:6])[CH2:3][CH2:2]1.CN(C(ON1N=NC2C=CC=CC1=2)=[N+](C)C)C.F[P-](F)(F)(F)(F)F.CCN(CC)CC.[F:63][C:64]([F:68])([F:67])[CH2:65][NH2:66]. The catalyst is C(Cl)Cl. The product is [CH:1]1([NH:4][C:5]([C:7]2[CH:12]=[C:11]([C:13]3[C:14]([C:27]([NH:66][CH2:65][C:64]([F:68])([F:67])[F:63])=[O:28])=[CH:15][C:16]([C:19]([NH:21][CH2:22][C:23]([CH3:24])([CH3:25])[CH3:26])=[O:20])=[CH:17][CH:18]=3)[C:10]([CH3:30])=[C:9]([F:31])[CH:8]=2)=[O:6])[CH2:2][CH2:3]1. The yield is 0.480. (2) The reactants are Cl[C:2]1[N:7]2[N:8]=[C:9]([C:23]3[O:24][CH:25]=[CH:26][CH:27]=3)[C:10]([C:11]3[CH:16]=[CH:15][N:14]=[C:13]([NH:17][CH:18]4[CH2:22][CH2:21][CH2:20][CH2:19]4)[N:12]=3)=[C:6]2[CH:5]=[CH:4][CH:3]=1.C(OCC)(=O)C.[CH:34]1([NH2:39])[CH2:38][CH2:37][CH2:36][CH2:35]1. No catalyst specified. The product is [CH:34]1([NH:39][C:2]2[N:7]3[N:8]=[C:9]([C:23]4[O:24][CH:25]=[CH:26][CH:27]=4)[C:10]([C:11]4[CH:16]=[CH:15][N:14]=[C:13]([NH:17][CH:18]5[CH2:22][CH2:21][CH2:20][CH2:19]5)[N:12]=4)=[C:6]3[CH:5]=[CH:4][CH:3]=2)[CH2:38][CH2:37][CH2:36][CH2:35]1. The yield is 0.910. (3) The reactants are [C:1]1([S:7]([C:10]2[CH:11]=[C:12]3[C:17](=[CH:18][CH:19]=2)[CH:16]([CH2:20][NH2:21])[CH2:15][CH2:14][CH2:13]3)(=[O:9])=[O:8])[CH:6]=[CH:5][CH:4]=[CH:3][CH:2]=1.I.CS[C:25]1[NH:26][CH2:27][CH2:28][N:29]=1. The catalyst is C(Cl)Cl. The product is [C:1]1([S:7]([C:10]2[CH:11]=[C:12]3[C:17](=[CH:18][CH:19]=2)[CH:16]([CH2:20][NH:21][C:25]2[NH:29][CH2:28][CH2:27][N:26]=2)[CH2:15][CH2:14][CH2:13]3)(=[O:9])=[O:8])[CH:2]=[CH:3][CH:4]=[CH:5][CH:6]=1. The yield is 0.470. (4) The reactants are Cl.[NH:2]1[CH2:7][CH2:6][CH:5]([N:8]2[C:17](=[O:18])[CH2:16][C:15]3[C:10](=[CH:11][CH:12]=[CH:13][CH:14]=3)[CH2:9]2)[CH2:4][CH2:3]1.[Cl:19][C:20]1[C:28]2[NH:27][N:26]=[CH:25][C:24]=2[C:23]2[CH2:29][N:30]([CH2:55][C:56]([CH3:59])([CH3:58])[CH3:57])[C:31](=[O:54])[C@H:32]([CH2:34][C:35](=[O:53])N3CCC(N4CC5C(=CC=CC=5)NC4=O)CC3)[CH2:33][C:22]=2[CH:21]=1. No catalyst specified. The product is [Cl:19][C:20]1[C:28]2[NH:27][N:26]=[CH:25][C:24]=2[C:23]2[CH2:29][N:30]([CH2:55][C:56]([CH3:59])([CH3:58])[CH3:57])[C:31](=[O:54])[C@H:32]([CH2:34][C:35](=[O:53])[N:2]3[CH2:7][CH2:6][CH:5]([N:8]4[C:17](=[O:18])[CH2:16][C:15]5[C:10](=[CH:11][CH:12]=[CH:13][CH:14]=5)[CH2:9]4)[CH2:4][CH2:3]3)[CH2:33][C:22]=2[CH:21]=1. The yield is 0.350.